From a dataset of Catalyst prediction with 721,799 reactions and 888 catalyst types from USPTO. Predict which catalyst facilitates the given reaction. Reactant: [N:1]1[C:6]([CH2:7][NH:8][C:9](=[O:15])[O:10][C:11]([CH3:14])([CH3:13])[CH3:12])=[CH:5][N:4]=[C:3]2[NH:16][CH:17]=[CH:18][C:2]=12.C1C(=O)N([Cl:26])C(=O)C1. Product: [Cl:26][C:18]1[C:2]2[C:3](=[N:4][CH:5]=[C:6]([CH2:7][NH:8][C:9](=[O:15])[O:10][C:11]([CH3:14])([CH3:13])[CH3:12])[N:1]=2)[NH:16][CH:17]=1. The catalyst class is: 3.